From a dataset of Catalyst prediction with 721,799 reactions and 888 catalyst types from USPTO. Predict which catalyst facilitates the given reaction. (1) Reactant: [CH2:1]([O:8][C:9]1[N:14]=[CH:13][C:12]([C:15]2[CH:20]=[CH:19][C:18]([CH2:21][C:22]([NH:24][C:25]3[CH:30]=[CH:29][C:28]([CH2:31][C:32]([CH3:43])([CH3:42])[CH2:33][O:34][Si](C(C)(C)C)(C)C)=[C:27]([C:44]([F:47])([F:46])[F:45])[CH:26]=3)=[O:23])=[CH:17][C:16]=2[F:48])=[C:11]([O:49][CH2:50][CH3:51])[CH:10]=1)[C:2]1[CH:7]=[CH:6][CH:5]=[CH:4][CH:3]=1.C(O)(C(F)(F)F)=O. The catalyst class is: 2. Product: [CH2:1]([O:8][C:9]1[N:14]=[CH:13][C:12]([C:15]2[CH:20]=[CH:19][C:18]([CH2:21][C:22]([NH:24][C:25]3[CH:30]=[CH:29][C:28]([CH2:31][C:32]([CH3:43])([CH3:42])[CH2:33][OH:34])=[C:27]([C:44]([F:45])([F:47])[F:46])[CH:26]=3)=[O:23])=[CH:17][C:16]=2[F:48])=[C:11]([O:49][CH2:50][CH3:51])[CH:10]=1)[C:2]1[CH:3]=[CH:4][CH:5]=[CH:6][CH:7]=1. (2) Reactant: [H-].[Na+].[CH2:3]([OH:7])[C:4]#[C:5][CH3:6].Cl[C:9]1[CH:14]=[C:13]([O:15][CH:16]([CH:18]2[CH2:20][CH2:19]2)[CH3:17])[N:12]=[CH:11][N:10]=1.[Cl-].[NH4+]. Product: [CH2:3]([O:7][C:9]1[CH:14]=[C:13]([O:15][CH:16]([CH:18]2[CH2:20][CH2:19]2)[CH3:17])[N:12]=[CH:11][N:10]=1)[C:4]#[C:5][CH3:6]. The catalyst class is: 7. (3) Reactant: [CH2:1]([O:8][NH:9][C:10]([C@H:12]1[C@H:17]2[O:18]C(C)(C)[O:20][C@@H:16]2[C@H:15]([OH:23])[CH2:14][N:13]1[S:24]([C:27]1[CH:32]=[CH:31][C:30]([O:33][C:34]2[CH:39]=[CH:38][CH:37]=[CH:36][CH:35]=2)=[CH:29][CH:28]=1)(=[O:26])=[O:25])=[O:11])[C:2]1[CH:7]=[CH:6][CH:5]=[CH:4][CH:3]=1. Product: [CH2:1]([O:8][NH:9][C:10]([C@H:12]1[C@@H:17]([OH:18])[C@H:16]([OH:20])[C@H:15]([OH:23])[CH2:14][N:13]1[S:24]([C:27]1[CH:32]=[CH:31][C:30]([O:33][C:34]2[CH:39]=[CH:38][CH:37]=[CH:36][CH:35]=2)=[CH:29][CH:28]=1)(=[O:25])=[O:26])=[O:11])[C:2]1[CH:3]=[CH:4][CH:5]=[CH:6][CH:7]=1. The catalyst class is: 5. (4) Reactant: Br[C:2]1[CH:7]=[CH:6][C:5]([S:8][CH2:9][CH2:10][CH3:11])=[CH:4][CH:3]=1.C([Li])CCC.[CH3:17][C:18]([CH:21]=[O:22])([CH3:20])[CH3:19]. Product: [CH3:17][C:18]([CH3:20])([CH3:19])[CH:21]([C:2]1[CH:7]=[CH:6][C:5]([S:8][CH2:9][CH2:10][CH3:11])=[CH:4][CH:3]=1)[OH:22]. The catalyst class is: 1. (5) Reactant: C([O:8][C:9]1[C:10](=[O:35])[C:11]([C:28](=[O:34])[C:29]([CH3:33])([CH3:32])[CH2:30][CH3:31])=[CH:12][N:13]2[CH2:18][CH2:17][N:16]([CH2:19][C:20]3[CH:25]=[CH:24][CH:23]=[C:22]([Cl:26])[CH:21]=3)[C:15](=[O:27])[C:14]=12)C1C=CC=CC=1. Product: [Cl:26][C:22]1[CH:21]=[C:20]([CH:25]=[CH:24][CH:23]=1)[CH2:19][N:16]1[CH2:17][CH2:18][N:13]2[CH:12]=[C:11]([C:28](=[O:34])[C:29]([CH3:32])([CH3:33])[CH2:30][CH3:31])[C:10](=[O:35])[C:9]([OH:8])=[C:14]2[C:15]1=[O:27]. The catalyst class is: 55. (6) Reactant: [NH2:1][CH:2]([C:7]([OH:10])([CH3:9])[CH3:8])[C:3]([O:5][CH3:6])=[O:4].C([O-])([O-])=O.[K+].[K+].[OH:17][C@@H:18]([CH3:32])[C:19]#[C:20][C:21]#[C:22][C:23]1[CH:31]=[CH:30][C:26]([C:27](O)=[O:28])=[CH:25][CH:24]=1.CCN(C(C)C)C(C)C.CN(C(ON1N=NC2C=CC=NC1=2)=[N+](C)C)C.F[P-](F)(F)(F)(F)F. Product: [OH:10][C:7]([CH3:9])([CH3:8])[C@H:2]([NH:1][C:27](=[O:28])[C:26]1[CH:30]=[CH:31][C:23]([C:22]#[C:21][C:20]#[C:19][C@@H:18]([OH:17])[CH3:32])=[CH:24][CH:25]=1)[C:3]([O:5][CH3:6])=[O:4]. The catalyst class is: 39. (7) Reactant: [NH2:1][C:2]1[N:10]=[CH:9][C:8]([Br:11])=[CH:7][C:3]=1[C:4](O)=[O:5].C1C=CC2N(O)N=[N:18]C=2C=1.CCN=C=NCCCN(C)C.CCN(CC)CC.[NH4+].[Cl-]. Product: [NH2:1][C:2]1[N:10]=[CH:9][C:8]([Br:11])=[CH:7][C:3]=1[C:4]([NH2:18])=[O:5]. The catalyst class is: 3. (8) Reactant: [OH:1][C:2]([CH3:28])([CH3:27])[CH2:3][C@@:4]1([C:21]2[CH:26]=[CH:25][CH:24]=[CH:23][CH:22]=2)[O:9][C:8](=[O:10])[N:7]([C@H:11]([C:13]2[CH:20]=[CH:19][C:16]([C:17]#[N:18])=[CH:15][CH:14]=2)[CH3:12])[CH2:6][CH2:5]1.Cl.[NH2:30][OH:31].CCN(CC)CC. Product: [OH:31][NH:30][C:17](=[NH:18])[C:16]1[CH:19]=[CH:20][C:13]([C@@H:11]([N:7]2[CH2:6][CH2:5][C@:4]([CH2:3][C:2]([OH:1])([CH3:27])[CH3:28])([C:21]3[CH:22]=[CH:23][CH:24]=[CH:25][CH:26]=3)[O:9][C:8]2=[O:10])[CH3:12])=[CH:14][CH:15]=1. The catalyst class is: 5. (9) Reactant: [F:1][C:2]1[CH:3]=[C:4]([CH:6]=[CH:7][C:8]=1[O:9][CH3:10])[NH2:5].CCN(C(C)C)C(C)C.[C:20](OC(=O)C)(=[O:22])[CH3:21]. Product: [F:1][C:2]1[CH:3]=[C:4]([NH:5][C:20](=[O:22])[CH3:21])[CH:6]=[CH:7][C:8]=1[O:9][CH3:10]. The catalyst class is: 64.